Task: Predict which catalyst facilitates the given reaction.. Dataset: Catalyst prediction with 721,799 reactions and 888 catalyst types from USPTO (1) Reactant: Cl[C:2]1[C:11]2[C:6](=[CH:7][C:8]([O:14][CH2:15][CH2:16][CH2:17][N:18]3[CH2:23][CH2:22][O:21][CH2:20][CH2:19]3)=[C:9]([O:12][CH3:13])[CH:10]=2)[N:5]=[CH:4][N:3]=1.[F:24][C:25]1[CH:33]=[C:32]2[C:28]([CH:29]=[CH:30][NH:31]2)=[CH:27][C:26]=1[OH:34].C(=O)([O-])[O-].[K+].[K+].O. Product: [F:24][C:25]1[CH:33]=[C:32]2[C:28]([CH:29]=[CH:30][NH:31]2)=[CH:27][C:26]=1[O:34][C:2]1[C:11]2[C:6](=[CH:7][C:8]([O:14][CH2:15][CH2:16][CH2:17][N:18]3[CH2:23][CH2:22][O:21][CH2:20][CH2:19]3)=[C:9]([O:12][CH3:13])[CH:10]=2)[N:5]=[CH:4][N:3]=1. The catalyst class is: 3. (2) Product: [CH3:1][O:2][C:3]1[C:11]([C:12]([F:15])([F:14])[F:13])=[CH:10][CH:9]=[CH:8][C:4]=1[C:5]([N:26]1[CH2:31][CH2:30][O:29][CH2:28][CH2:27]1)=[O:7]. Reactant: [CH3:1][O:2][C:3]1[C:11]([C:12]([F:15])([F:14])[F:13])=[CH:10][CH:9]=[CH:8][C:4]=1[C:5]([OH:7])=O.ON1C2C=CC=CC=2N=N1.[NH:26]1[CH2:31][CH2:30][O:29][CH2:28][CH2:27]1.CN(CCCN=C=NCC)C.Cl. The catalyst class is: 4.